From a dataset of Reaction yield outcomes from USPTO patents with 853,638 reactions. Predict the reaction yield, written as a fraction of the theoretical maximum amount of product (1.0 means a 100% yield; for example, 0.34 means a 34% yield). The reactants are [CH3:1][O:2][C:3]1[CH:10]=[CH:9][C:8]([C:11](=[O:22])[C:12]#[C:13][C:14]([CH3:21])([O:16][Si](C)(C)C)[CH3:15])=[CH:7][C:4]=1[C:5]#[N:6].CC1C=CC(S(O)(=O)=O)=CC=1. The catalyst is C(Cl)Cl.O. The product is [OH:16][C:14]([CH3:21])([CH3:15])[C:13]#[C:12][C:11]([C:8]1[CH:9]=[CH:10][C:3]([O:2][CH3:1])=[C:4]([CH:7]=1)[C:5]#[N:6])=[O:22]. The yield is 0.970.